This data is from Reaction yield outcomes from USPTO patents with 853,638 reactions. The task is: Predict the reaction yield, written as a fraction of the theoretical maximum amount of product (1.0 means a 100% yield; for example, 0.34 means a 34% yield). (1) The reactants are [CH3:1][C:2]1([SH:15])[CH2:7][CH2:6][N:5]([C:8]([O:10][C:11]([CH3:14])([CH3:13])[CH3:12])=[O:9])[CH2:4][CH2:3]1.[Li+].[CH3:17][Si]([N-][Si](C)(C)C)(C)C.CI. The catalyst is C1COCC1. The product is [CH3:1][C:2]1([S:15][CH3:17])[CH2:3][CH2:4][N:5]([C:8]([O:10][C:11]([CH3:14])([CH3:13])[CH3:12])=[O:9])[CH2:6][CH2:7]1. The yield is 0.960. (2) The reactants are [CH3:1][N:2]([CH2:4][CH2:5][N:6]1[C:20](=[O:21])[C:15]2=[CH:16][C:17]([NH2:19])=[CH:18][C:13]3[C:14]2=[C:9]([CH:10]=[CH:11][CH:12]=3)[C:7]1=[O:8])[CH3:3].[Cl:22][CH2:23][CH2:24][CH2:25][C:26](Cl)=[O:27]. The catalyst is C(#N)C. The product is [Cl:22][CH2:23][CH2:24][CH2:25][C:26]([NH:19][C:17]1[CH:18]=[C:13]2[CH:12]=[CH:11][CH:10]=[C:9]3[C:14]2=[C:15]([CH:16]=1)[C:20](=[O:21])[N:6]([CH2:5][CH2:4][N:2]([CH3:1])[CH3:3])[C:7]3=[O:8])=[O:27]. The yield is 0.640.